From a dataset of HIV replication inhibition screening data with 41,000+ compounds from the AIDS Antiviral Screen. Binary Classification. Given a drug SMILES string, predict its activity (active/inactive) in a high-throughput screening assay against a specified biological target. (1) The drug is COC(=O)c1c(C)cccc1CC1Cc2c(C)cccc2C1=O. The result is 0 (inactive). (2) The result is 0 (inactive). The molecule is CC(=NNC(=S)N1CCN(C(=S)NN=C(C)c2ccccn2)CC1)c1ccccn1.